From a dataset of Peptide-MHC class I binding affinity with 185,985 pairs from IEDB/IMGT. Regression. Given a peptide amino acid sequence and an MHC pseudo amino acid sequence, predict their binding affinity value. This is MHC class I binding data. (1) The peptide sequence is ERILSTYLGR. The MHC is HLA-A68:01 with pseudo-sequence HLA-A68:01. The binding affinity (normalized) is 0.241. (2) The peptide sequence is FVCRRTFVDR. The MHC is HLA-A33:01 with pseudo-sequence HLA-A33:01. The binding affinity (normalized) is 0.614.